From a dataset of Forward reaction prediction with 1.9M reactions from USPTO patents (1976-2016). Predict the product of the given reaction. (1) Given the reactants [N:1]1([C:10]2[S:14][C:13]([CH2:15][OH:16])=[C:12]([O:17][CH2:18][C:19]3[CH:24]=[CH:23][CH:22]=[CH:21][C:20]=3[CH3:25])[CH:11]=2)[C:5]2[CH:6]=[CH:7][CH:8]=[CH:9][C:4]=2[N:3]=[CH:2]1.[C:26](OC(=O)C)(=[O:28])[CH3:27].C(OCC)(=O)C, predict the reaction product. The product is: [C:26]([O:16][CH2:15][C:13]1[S:14][C:10]([N:1]2[C:5]3[CH:6]=[CH:7][CH:8]=[CH:9][C:4]=3[N:3]=[CH:2]2)=[CH:11][C:12]=1[O:17][CH2:18][C:19]1[CH:24]=[CH:23][CH:22]=[CH:21][C:20]=1[CH3:25])(=[O:28])[CH3:27]. (2) Given the reactants [N:1]1([C:7]2[CH:12]=[CH:11][N:10]=[C:9]3[NH:13][CH:14]=[C:15]([NH:16][C:17](=[O:24])[C:18]4[CH:23]=[CH:22][CH:21]=[N:20][CH:19]=4)[C:8]=23)[CH2:6][CH2:5][NH:4][CH2:3][CH2:2]1.[C:25]([O:29][C:30]([NH:32][C@H:33]([CH:37]([CH3:39])[CH3:38])[C:34](O)=[O:35])=[O:31])([CH3:28])([CH3:27])[CH3:26].C1C=CC2N(O)N=NC=2C=1.O.CCN=C=NCCCN(C)C.CCN(C(C)C)C(C)C, predict the reaction product. The product is: [CH3:38][CH:37]([CH3:39])[C@@H:33]([NH:32][C:30](=[O:31])[O:29][C:25]([CH3:28])([CH3:27])[CH3:26])[C:34]([N:4]1[CH2:3][CH2:2][N:1]([C:7]2[CH:12]=[CH:11][N:10]=[C:9]3[NH:13][CH:14]=[C:15]([NH:16][C:17](=[O:24])[C:18]4[CH:23]=[CH:22][CH:21]=[N:20][CH:19]=4)[C:8]=23)[CH2:6][CH2:5]1)=[O:35]. (3) Given the reactants [H-].[Na+].[F:3][C:4]1[CH:10]=[C:9]([F:11])[CH:8]=[CH:7][C:5]=1[NH2:6].Cl[C:13]1[CH:22]=[CH:21][C:20]2[C:15](=[C:16]([C:23]3[NH:31][C:30]4[CH2:29][CH2:28][NH:27][C:26](=[O:32])[C:25]=4[CH:24]=3)[CH:17]=[CH:18][CH:19]=2)[N:14]=1, predict the reaction product. The product is: [F:3][C:4]1[CH:10]=[C:9]([F:11])[CH:8]=[CH:7][C:5]=1[NH:6][C:13]1[CH:22]=[CH:21][C:20]2[C:15](=[C:16]([C:23]3[NH:31][C:30]4[CH2:29][CH2:28][NH:27][C:26](=[O:32])[C:25]=4[CH:24]=3)[CH:17]=[CH:18][CH:19]=2)[N:14]=1. (4) Given the reactants [Si:1]([O:8][C@@H:9]1[C@@H:13]([CH2:14][O:15][Si](C(C)(C)C)(C)C)[CH2:12][C@@H:11]([NH:23][C:24]2[C:29]([C:30]([C:32]3[S:33][C:34]([CH2:37][C:38]4[CH:43]=[CH:42][CH:41]=[C:40]([Cl:44])[CH:39]=4)=[CH:35][CH:36]=3)=[O:31])=[CH:28][N:27]=[CH:26][N:25]=2)[C@H:10]1[F:45])([C:4]([CH3:7])([CH3:6])[CH3:5])([CH3:3])[CH3:2].Cl, predict the reaction product. The product is: [Si:1]([O:8][C@@H:9]1[C@@H:13]([CH2:14][OH:15])[CH2:12][C@@H:11]([NH:23][C:24]2[C:29]([C:30]([C:32]3[S:33][C:34]([CH2:37][C:38]4[CH:43]=[CH:42][CH:41]=[C:40]([Cl:44])[CH:39]=4)=[CH:35][CH:36]=3)=[O:31])=[CH:28][N:27]=[CH:26][N:25]=2)[C@H:10]1[F:45])([C:4]([CH3:7])([CH3:5])[CH3:6])([CH3:2])[CH3:3]. (5) Given the reactants [C:1]([O:5][C:6](=[O:23])[NH:7][C:8]1[NH:12][C:11]([CH2:13][S:14][C:15]2[CH:20]=[CH:19][C:18]([Cl:21])=[CH:17][C:16]=2[NH2:22])=[N:10][N:9]=1)([CH3:4])([CH3:3])[CH3:2].[O:24]1[C:28]2[CH:29]=[CH:30][CH:31]=[CH:32][C:27]=2[CH:26]=[C:25]1[S:33](Cl)(=[O:35])=[O:34], predict the reaction product. The product is: [C:1]([O:5][C:6](=[O:23])[NH:7][C:8]1[NH:12][C:11]([CH2:13][S:14][C:15]2[CH:20]=[CH:19][C:18]([Cl:21])=[CH:17][C:16]=2[NH:22][S:33]([C:25]2[O:24][C:28]3[CH:29]=[CH:30][CH:31]=[CH:32][C:27]=3[CH:26]=2)(=[O:34])=[O:35])=[N:10][N:9]=1)([CH3:4])([CH3:2])[CH3:3]. (6) Given the reactants [CH3:1][C:2]1[CH:6]=[CH:5][S:4][C:3]=1[C:7]([OH:9])=O.S(Cl)(Cl)=O.[NH2:14][C:15]1[CH:16]=[C:17]([CH:30]=[CH:31][CH:32]=1)[C:18]([C:20]1[CH:28]=[C:27]2[C:23]([CH2:24][C:25](=[O:29])[NH:26]2)=[CH:22][CH:21]=1)=[O:19], predict the reaction product. The product is: [O:29]=[C:25]1[CH2:24][C:23]2[C:27](=[CH:28][C:20]([C:18]([C:17]3[CH:16]=[C:15]([NH:14][C:7]([C:3]4[S:4][CH:5]=[CH:6][C:2]=4[CH3:1])=[O:9])[CH:32]=[CH:31][CH:30]=3)=[O:19])=[CH:21][CH:22]=2)[NH:26]1.